Predict which catalyst facilitates the given reaction. From a dataset of Catalyst prediction with 721,799 reactions and 888 catalyst types from USPTO. (1) Reactant: [N:1]1([C:6]2[N:14]=[CH:13][N:12]=[C:11]3[C:7]=2[NH:8][CH:9]=[N:10]3)[CH:5]=[CH:4][CH:3]=[CH:2]1.C(O[C@H:19]1[O:41][C@@H:40]([CH2:42][O:43][C:44](=[O:51])[C:45]2[CH:50]=[CH:49][CH:48]=[CH:47][CH:46]=2)[C@H:30]([O:31][C:32](=[O:39])[C:33]2[CH:38]=[CH:37][CH:36]=[CH:35][CH:34]=2)[C@@H:20]1[O:21][C:22](=[O:29])[C:23]1[CH:28]=[CH:27][CH:26]=[CH:25][CH:24]=1)(=O)C.CN([Si](C)(C)C)C(=O)C(F)(F)F.FC(F)(F)S(O[Si](C)(C)C)(=O)=O. Product: [N:1]1([C:6]2[N:14]=[CH:13][N:12]=[C:11]3[C:7]=2[N:8]=[CH:9][N:10]3[C@H:19]2[O:41][C@@H:40]([CH2:42][O:43][C:44](=[O:51])[C:45]3[CH:50]=[CH:49][CH:48]=[CH:47][CH:46]=3)[C@H:30]([O:31][C:32](=[O:39])[C:33]3[CH:38]=[CH:37][CH:36]=[CH:35][CH:34]=3)[C@@H:20]2[O:21][C:22](=[O:29])[C:23]2[CH:24]=[CH:25][CH:26]=[CH:27][CH:28]=2)[CH:2]=[CH:3][CH:4]=[CH:5]1. The catalyst class is: 417. (2) Reactant: [C:1]1([C:36]2[CH:41]=[CH:40][CH:39]=[CH:38][CH:37]=2)[CH:6]=[CH:5][C:4]([C:7]([N:9]2[CH2:14][CH2:13][N:12]([C:15]3[C:16]4[CH:33]=[C:32]([CH2:34][CH3:35])[S:31][C:17]=4[N:18]=[C:19]([NH:21][CH2:22][CH2:23][CH:24](OCC)[O:25]CC)[N:20]=3)[CH2:11][CH2:10]2)=[O:8])=[CH:3][CH:2]=1.O.Cl. Product: [C:1]1([C:36]2[CH:37]=[CH:38][CH:39]=[CH:40][CH:41]=2)[CH:6]=[CH:5][C:4]([C:7]([N:9]2[CH2:14][CH2:13][N:12]([C:15]3[C:16]4[CH:33]=[C:32]([CH2:34][CH3:35])[S:31][C:17]=4[N:18]=[C:19]([NH:21][CH2:22][CH2:23][CH:24]=[O:25])[N:20]=3)[CH2:11][CH2:10]2)=[O:8])=[CH:3][CH:2]=1. The catalyst class is: 71. (3) Reactant: [C:1]([N:8]1[CH2:15][CH2:14][CH2:13][C@H:9]1[C:10]([OH:12])=[O:11])([O:3][C:4]([CH3:7])([CH3:6])[CH3:5])=[O:2].C(N(CC)CC)C.ClC(OCC)=O.[CH2:29]([O:36][C:37](=[O:52])[C@H:38]([CH2:40][CH2:41][C:42]([O:44][CH2:45][C:46]1[CH:51]=[CH:50][CH:49]=[CH:48][CH:47]=1)=[O:43])[NH2:39])[C:30]1[CH:35]=[CH:34][CH:33]=[CH:32][CH:31]=1.C(O)(=O)CC(CC(O)=O)(C(O)=O)O. Product: [C:1]([N:8]1[CH2:15][CH2:14][CH2:13][C@H:9]1[C:10]([OH:12])=[O:11])([O:3][C:4]([CH3:7])([CH3:6])[CH3:5])=[O:2].[CH2:29]([O:36][C:37](=[O:52])[C@H:38]([CH2:40][CH2:41][C:42]([O:44][CH2:45][C:46]1[CH:51]=[CH:50][CH:49]=[CH:48][CH:47]=1)=[O:43])[NH2:39])[C:30]1[CH:31]=[CH:32][CH:33]=[CH:34][CH:35]=1. The catalyst class is: 503. (4) Reactant: [CH3:1][O:2][C:3]([CH:5]1[CH2:7][NH:6]1)=[O:4].C(N(CC)CC)C.[CH:15]([S:18](Cl)(=[O:20])=[O:19])([CH3:17])[CH3:16]. Product: [CH3:1][O:2][C:3]([CH:5]1[CH2:7][N:6]1[S:18]([CH:15]([CH3:17])[CH3:16])(=[O:20])=[O:19])=[O:4]. The catalyst class is: 4. (5) Reactant: [Br:1][C:2]1[CH:7]=[CH:6][C:5]([CH2:8][CH2:9][O:10][CH2:11][CH2:12][C:13]([N:15]([CH2:24][CH:25](OCC)[O:26]CC)[CH2:16][CH2:17][C:18]2[CH:23]=[CH:22][CH:21]=[CH:20][CH:19]=2)=[O:14])=[CH:4][CH:3]=1.Cl.ClCCl. Product: [Br:1][C:2]1[CH:3]=[CH:4][C:5]([CH2:8][CH2:9][O:10][CH2:11][CH2:12][C:13]([N:15]([CH2:24][CH:25]=[O:26])[CH2:16][CH2:17][C:18]2[CH:23]=[CH:22][CH:21]=[CH:20][CH:19]=2)=[O:14])=[CH:6][CH:7]=1. The catalyst class is: 12. (6) Reactant: [Cl:1][C:2]1[N:3]=[CH:4][C:5]([C:10]([OH:12])=O)=[N:6][C:7]=1[CH2:8][CH3:9].C(N(CC)CC)C.C(N=C=NCCCN(C)C)C.ON1C2C=CC=CC=2N=N1.Cl.[CH3:42][C:43]1[S:44][C:45]([CH2:48][NH2:49])=[CH:46][N:47]=1. Product: [Cl:1][C:2]1[N:3]=[CH:4][C:5]([C:10]([NH:49][CH2:48][C:45]2[S:44][C:43]([CH3:42])=[N:47][CH:46]=2)=[O:12])=[N:6][C:7]=1[CH2:8][CH3:9]. The catalyst class is: 4. (7) Reactant: FC(F)(F)C(O)=O.C([O:12][C:13](=[O:46])[CH2:14][C:15]1[CH:20]=[CH:19][C:18]([N:21](C(OC(C)(C)C)=O)[C:22]2[C:23]3[CH2:38][CH2:37][CH2:36][C:24]=3[N:25]=[C:26]([C:28]3[CH:33]=[CH:32][C:31]([F:34])=[C:30]([F:35])[CH:29]=3)[N:27]=2)=[CH:17][CH:16]=1)(C)(C)C. The catalyst class is: 4. Product: [F:35][C:30]1[CH:29]=[C:28]([C:26]2[N:27]=[C:22]([NH:21][C:18]3[CH:17]=[CH:16][C:15]([CH2:14][C:13]([OH:46])=[O:12])=[CH:20][CH:19]=3)[C:23]3[CH2:38][CH2:37][CH2:36][C:24]=3[N:25]=2)[CH:33]=[CH:32][C:31]=1[F:34]. (8) Reactant: F[P-](F)(F)(F)(F)F.N1(OC(N(C)C)=[N+](C)C)C2N=CC=CC=2N=N1.[C:25]([O:29][C:30]([NH:32][C:33]1[CH:38]=[C:37]([CH2:39][S:40][C:41]2[C:46]([C:47]([OH:49])=O)=[CH:45][CH:44]=[CH:43][N:42]=2)[CH:36]=[CH:35][N:34]=1)=[O:31])([CH3:28])([CH3:27])[CH3:26].[NH2:50][C:51]1[CH:56]=[C:55]([CH3:57])[CH:54]=[C:53]([CH3:58])[CH:52]=1.C(N(CC)C(C)C)(C)C. Product: [C:25]([O:29][C:30]([NH:32][C:33]1[CH:38]=[C:37]([CH2:39][S:40][C:41]2[C:46]([C:47]([NH:50][C:51]3[CH:56]=[C:55]([CH3:57])[CH:54]=[C:53]([CH3:58])[CH:52]=3)=[O:49])=[CH:45][CH:44]=[CH:43][N:42]=2)[CH:36]=[CH:35][N:34]=1)=[O:31])([CH3:27])([CH3:28])[CH3:26]. The catalyst class is: 42. (9) The catalyst class is: 14. Product: [Br:4][C:5]1[CH:6]=[C:7]([CH:11]2[CH2:12][CH:13]3[N:19]([S:20]([C:23]4[CH:28]=[CH:27][C:26]([C:29]([F:30])([F:31])[F:32])=[CH:25][CH:24]=4)(=[O:22])=[O:21])[CH:17]([C:16]4[CH:33]=[N:3][NH:2][C:15]=4[CH2:14]3)[CH2:18]2)[CH:8]=[CH:9][CH:10]=1. Reactant: O.[NH2:2][NH2:3].[Br:4][C:5]1[CH:6]=[C:7]([CH:11]2[CH2:18][CH:17]3[N:19]([S:20]([C:23]4[CH:28]=[CH:27][C:26]([C:29]([F:32])([F:31])[F:30])=[CH:25][CH:24]=4)(=[O:22])=[O:21])[CH:13]([CH2:14][C:15](=O)[C:16]3=[CH:33]O)[CH2:12]2)[CH:8]=[CH:9][CH:10]=1.C(O)(=O)C.